This data is from Full USPTO retrosynthesis dataset with 1.9M reactions from patents (1976-2016). The task is: Predict the reactants needed to synthesize the given product. (1) Given the product [C:10]([C:11]1[CH:33]=[CH:29][C:28]2[C:12]3[C:13](=[CH:14][CH:15]=[CH:10][CH:11]=3)[CH2:29][C:28]=2[C:12]=1[C:13]#[CH:14])#[CH:15], predict the reactants needed to synthesize it. The reactants are: CC1C=C(C2(C3C=CC(N)=C(C)C=3)[C:14]3[CH:13]=[C:12]([CH2:28][C:29](O)(C)[C:33]#C)[CH:11]=[CH:10][C:15]=3[C:15]3[C:10]2=[CH:11][C:12]([CH2:28][C:29]([CH3:33])(O)C#C)=[CH:13][CH:14]=3)C=CC=1N. (2) The reactants are: [SH:1][C:2]1[C:3]([C:8]#[N:9])=[N:4][CH:5]=[CH:6][CH:7]=1.[Br:10]Br. Given the product [Br:10][C:8]1[C:3]2=[N:4][CH:5]=[CH:6][CH:7]=[C:2]2[S:1][N:9]=1, predict the reactants needed to synthesize it.